Dataset: Full USPTO retrosynthesis dataset with 1.9M reactions from patents (1976-2016). Task: Predict the reactants needed to synthesize the given product. Given the product [OH:1][C:2]1[C:11]2[C:6](=[CH:7][CH:8]=[CH:9][C:10]=2[C:12]([F:14])([F:15])[F:13])[C:5]([CH3:17])([CH3:16])[C:4](=[O:18])[C:3]=1[C:19]([NH:21][CH2:22][C:23]([OH:25])=[O:24])=[O:20], predict the reactants needed to synthesize it. The reactants are: [OH:1][C:2]1[C:11]2[C:6](=[CH:7][CH:8]=[CH:9][C:10]=2[C:12]([F:15])([F:14])[F:13])[C:5]([CH3:17])([CH3:16])[C:4](=[O:18])[C:3]=1[C:19]([NH:21][CH2:22][C:23]([O:25]C(C)(C)C)=[O:24])=[O:20].